From a dataset of Forward reaction prediction with 1.9M reactions from USPTO patents (1976-2016). Predict the product of the given reaction. (1) Given the reactants [Cl:1][C:2]1[CH:7]=[C:6]([C:8]2[N:12]=[CH:11][N:10](/[CH:13]=[CH:14]\[C:15]([O:17]C(C)C)=[O:16])[N:9]=2)[CH:5]=[C:4]([O:21][CH3:22])[N:3]=1.[OH-].[Li+].CCOC(C)=O.CCCCCC, predict the reaction product. The product is: [Cl:1][C:2]1[CH:7]=[C:6]([C:8]2[N:12]=[CH:11][N:10](/[CH:13]=[CH:14]\[C:15]([OH:17])=[O:16])[N:9]=2)[CH:5]=[C:4]([O:21][CH3:22])[N:3]=1. (2) Given the reactants [C:1]([CH:3]1CCCC1)#[CH:2].[N+:8]([CH2:11][C:12]([O:14][CH2:15][CH3:16])=[O:13])([O-:10])=O.C([OH:19])C, predict the reaction product. The product is: [OH:19][CH2:3][C:1]1[O:10][N:8]=[C:11]([C:12]([O:14][CH2:15][CH3:16])=[O:13])[CH:2]=1.